The task is: Predict the product of the given reaction.. This data is from Forward reaction prediction with 1.9M reactions from USPTO patents (1976-2016). The product is: [Cl:19][C:18]1[CH:17]=[CH:16][CH:15]=[C:14]([Cl:20])[C:13]=1[N:6]1[C:5]([CH2:3][OH:2])=[C:9]([CH:10]([CH3:12])[CH3:11])[CH:8]=[N:7]1. Given the reactants C[O:2][C:3]([C:5]1[N:6]([C:13]2[C:18]([Cl:19])=[CH:17][CH:16]=[CH:15][C:14]=2[Cl:20])[N:7]=[CH:8][C:9]=1[CH:10]([CH3:12])[CH3:11])=O.CC(C[AlH]CC(C)C)C, predict the reaction product.